Dataset: Forward reaction prediction with 1.9M reactions from USPTO patents (1976-2016). Task: Predict the product of the given reaction. (1) Given the reactants [Br:1][C:2]1[CH:3]=[C:4]([CH:7]=[O:8])[O:5][CH:6]=1.[BH4-].[Na+].N1C=CN=C1.[C:16]([Si:20]([CH3:23])([CH3:22])Cl)([CH3:19])([CH3:18])[CH3:17], predict the reaction product. The product is: [Br:1][C:2]1[CH:3]=[C:4]([CH2:7][O:8][Si:20]([C:16]([CH3:19])([CH3:18])[CH3:17])([CH3:23])[CH3:22])[O:5][CH:6]=1. (2) Given the reactants [NH:1]([C:3]1[CH:11]=[CH:10][C:6]([C:7]([OH:9])=[O:8])=[CH:5][N:4]=1)[NH2:2].CN(C)[CH:14]=[C:15]([C:21]1[CH:26]=[CH:25][N:24]=[C:23]([O:27][CH3:28])[CH:22]=1)[C:16](OCC)=[O:17].Cl.CCN(C(C)C)C(C)C, predict the reaction product. The product is: [OH:17][C:16]1[N:1]([C:3]2[CH:11]=[CH:10][C:6]([C:7]([OH:9])=[O:8])=[CH:5][N:4]=2)[N:2]=[CH:14][C:15]=1[C:21]1[CH:26]=[CH:25][N:24]=[C:23]([O:27][CH3:28])[CH:22]=1. (3) Given the reactants [Cl:1][C:2]1[CH:7]=[CH:6][C:5]([N:8]2[C:16]([NH2:17])=[C:15]3[C:10]([CH:11]=[C:12]([F:19])[C:13]([F:18])=[CH:14]3)=[N:9]2)=[CH:4][CH:3]=1.[C:20]1(=O)[CH2:25][CH2:24][CH2:23][CH2:22][CH2:21]1.C(O[BH-](OC(=O)C)OC(=O)C)(=O)C.[Na+].C(O)(=O)C, predict the reaction product. The product is: [Cl:1][C:2]1[CH:3]=[CH:4][C:5]([N:8]2[C:16]([NH:17][CH:20]3[CH2:25][CH2:24][CH2:23][CH2:22][CH2:21]3)=[C:15]3[C:10]([CH:11]=[C:12]([F:19])[C:13]([F:18])=[CH:14]3)=[N:9]2)=[CH:6][CH:7]=1. (4) Given the reactants [F:1][C:2]1[CH:7]=[C:6]([C:8]2[CH:13]=[C:12]([C:14](O)=[O:15])[CH:11]=[C:10]([N:17]([CH2:19][CH2:20][OH:21])[CH3:18])[N:9]=2)[CH:5]=[CH:4][N:3]=1.[NH4+].[Cl-].C[N:25](C(ON1N=NC2C=CC=NC1=2)=[N+](C)C)C.F[P-](F)(F)(F)(F)F, predict the reaction product. The product is: [F:1][C:2]1[CH:7]=[C:6]([C:8]2[CH:13]=[C:12]([C:14]([NH2:25])=[O:15])[CH:11]=[C:10]([N:17]([CH2:19][CH2:20][OH:21])[CH3:18])[N:9]=2)[CH:5]=[CH:4][N:3]=1. (5) Given the reactants C([O:8][C:9]1[C:10]([C@:19]2([CH2:42][O:43]CC3C=CC=CC=3)[C:27]3[C:22](=[CH:23][CH:24]=[CH:25][CH:26]=3)[N:21]([CH:28]([C:35]3[CH:40]=[CH:39][CH:38]=[CH:37][CH:36]=3)[C:29]3[CH:34]=[CH:33][CH:32]=[CH:31][CH:30]=3)[C:20]2=[O:41])=[CH:11][C:12]2[O:17][CH2:16][CH2:15][O:14][C:13]=2[CH:18]=1)C1C=CC=CC=1, predict the reaction product. The product is: [C:35]1([CH:28]([C:29]2[CH:34]=[CH:33][CH:32]=[CH:31][CH:30]=2)[N:21]2[C:22]3[C:27](=[CH:26][CH:25]=[CH:24][CH:23]=3)[C@:19]([C:10]3[C:9]([OH:8])=[CH:18][C:13]4[O:14][CH2:15][CH2:16][O:17][C:12]=4[CH:11]=3)([CH2:42][OH:43])[C:20]2=[O:41])[CH:36]=[CH:37][CH:38]=[CH:39][CH:40]=1. (6) Given the reactants [CH:1]12[N:8]([C:9]3[CH:16]=[CH:15][C:12]([C:13]#[N:14])=[C:11]([Cl:17])[CH:10]=3)[CH:5]([CH2:6][CH2:7]1)[CH2:4][CH2:3][CH2:2]2.[H-].[H-].[H-].[H-].[Li+].[Al+3], predict the reaction product. The product is: [CH:5]12[N:8]([C:9]3[CH:16]=[CH:15][C:12]([CH2:13][NH2:14])=[C:11]([Cl:17])[CH:10]=3)[CH:1]([CH2:7][CH2:6]1)[CH2:2][CH2:3][CH2:4]2. (7) Given the reactants F[C:2]1[CH:7]=[C:6]([C:8]2[S:12][C:11]([CH2:13][CH3:14])=[N:10][C:9]=2[C:15]2[CH:20]=[CH:19][C:18]([F:21])=[CH:17][CH:16]=2)[CH:5]=[CH:4][N:3]=1.O.[CH:23]1([NH2:26])[CH2:25][CH2:24]1, predict the reaction product. The product is: [CH:23]1([NH:26][C:2]2[CH:7]=[C:6]([C:8]3[S:12][C:11]([CH2:13][CH3:14])=[N:10][C:9]=3[C:15]3[CH:20]=[CH:19][C:18]([F:21])=[CH:17][CH:16]=3)[CH:5]=[CH:4][N:3]=2)[CH2:25][CH2:24]1. (8) Given the reactants [CH:1]([C:3]1[CH:18]=[CH:17][C:6]([O:7][C:8]2[N:9]=[CH:10][C:11]([C:14]([NH2:16])=[O:15])=[N:12][CH:13]=2)=[C:5]([O:19][CH3:20])[CH:4]=1)=O.[CH:21]([O:24][CH2:25][CH2:26][NH2:27])([CH3:23])[CH3:22].[BH4-].[Na+], predict the reaction product. The product is: [CH:21]([O:24][CH2:25][CH2:26][NH:27][CH2:1][C:3]1[CH:18]=[CH:17][C:6]([O:7][C:8]2[N:9]=[CH:10][C:11]([C:14]([NH2:16])=[O:15])=[N:12][CH:13]=2)=[C:5]([O:19][CH3:20])[CH:4]=1)([CH3:23])[CH3:22]. (9) The product is: [F:1][C:2]1[CH:3]=[C:4]([O:5][C:6]2[CH:11]=[CH:10][N:9]=[C:8]([NH:12][C:22]([N:60]3[CH2:59][CH2:58][N:57]([CH:54]4[CH2:55][CH2:56][N:51]([CH3:50])[CH2:52][CH2:53]4)[CH2:62][CH2:61]3)=[O:24])[CH:7]=2)[CH:31]=[CH:32][C:33]=1[NH:34][C:35]([C:37]1([C:40]([NH:41][C:42]2[CH:47]=[CH:46][C:45]([F:48])=[CH:44][CH:43]=2)=[O:49])[CH2:38][CH2:39]1)=[O:36]. Given the reactants [F:1][C:2]1[CH:3]=[C:4]([CH:31]=[CH:32][C:33]=1[NH:34][C:35]([C:37]1([C:40](=[O:49])[NH:41][C:42]2[CH:47]=[CH:46][C:45]([F:48])=[CH:44][CH:43]=2)[CH2:39][CH2:38]1)=[O:36])[O:5][C:6]1[CH:11]=[CH:10][N:9]=[C:8]([N:12]([C:22]([O:24]C2C=CC=CC=2)=O)C(=O)OC2C=CC=CC=2)[CH:7]=1.[CH3:50][N:51]1[CH2:56][CH2:55][CH:54]([N:57]2[CH2:62][CH2:61][NH:60][CH2:59][CH2:58]2)[CH2:53][CH2:52]1, predict the reaction product. (10) The product is: [C:27]([O:8][C:9]1[CH:10]=[CH:11][C:12]([CH2:13][C:14]2[C:22]([O:23][C:16](=[O:18])[C:15]=2[CH2:20][CH3:21])=[O:24])=[CH:25][CH:26]=1)(=[O:29])[CH3:28]. Given the reactants [Si]([O:8][C:9]1[CH:26]=[CH:25][C:12]([CH2:13][CH:14]([C:22]([OH:24])=[O:23])[C:15]([CH2:20][CH3:21])(O)[C:16]([OH:18])=O)=[CH:11][CH:10]=1)(C(C)(C)C)(C)C.[C:27](OC(=O)C)(=[O:29])[CH3:28], predict the reaction product.